Predict the reactants needed to synthesize the given product. From a dataset of Full USPTO retrosynthesis dataset with 1.9M reactions from patents (1976-2016). (1) Given the product [Cl:36][C:33]([Cl:34])([Cl:35])[C:32]([N:29]1[CH2:30][CH2:31][N:26]([C:17]2[CH:18]=[C:19]([S:22]([N:8]3[C:9]4[C:5](=[CH:4][CH:3]=[C:2]([Cl:1])[CH:10]=4)[C:6]([CH3:11])=[CH:7]3)(=[O:23])=[O:24])[CH:20]=[CH:21][C:16]=2[O:15][CH3:14])[CH2:27][CH2:28]1)=[O:37], predict the reactants needed to synthesize it. The reactants are: [Cl:1][C:2]1[CH:10]=[C:9]2[C:5]([C:6]([CH3:11])=[CH:7][NH:8]2)=[CH:4][CH:3]=1.[H-].[Na+].[CH3:14][O:15][C:16]1[CH:21]=[CH:20][C:19]([S:22](Cl)(=[O:24])=[O:23])=[CH:18][C:17]=1[N:26]1[CH2:31][CH2:30][N:29]([C:32](=[O:37])[C:33]([Cl:36])([Cl:35])[Cl:34])[CH2:28][CH2:27]1. (2) Given the product [CH:21]1([C:19]([N:16]2[CH2:17][CH2:18][C@@H:14]([CH2:13][N:12]3[C:11]4[CH:24]=[C:25]([C:28]([N:30]5[CH2:35][CH2:34][N:33]([CH3:36])[CH2:32][CH2:31]5)=[O:29])[CH:26]=[CH:27][C:10]=4[N:9]=[C:8]3[C:5]3[CH:6]=[CH:7][C:2]([C:41]4[CH:42]=[CH:43][C:38]([F:37])=[CH:39][CH:40]=4)=[CH:3][CH:4]=3)[CH2:15]2)=[O:20])[CH2:22][CH2:23]1, predict the reactants needed to synthesize it. The reactants are: Br[C:2]1[CH:7]=[CH:6][C:5]([C:8]2[N:12]([CH2:13][C@@H:14]3[CH2:18][CH2:17][N:16]([C:19]([CH:21]4[CH2:23][CH2:22]4)=[O:20])[CH2:15]3)[C:11]3[CH:24]=[C:25]([C:28]([N:30]4[CH2:35][CH2:34][N:33]([CH3:36])[CH2:32][CH2:31]4)=[O:29])[CH:26]=[CH:27][C:10]=3[N:9]=2)=[CH:4][CH:3]=1.[F:37][C:38]1[CH:43]=[CH:42][C:41](B(O)O)=[CH:40][CH:39]=1.C(=O)(O)[O-].[Na+]. (3) Given the product [Cl:7][C:6]1[N:5]=[C:4]([C:16](=[O:27])[CH2:17][C:18]2[CH:19]=[CH:20][C:21]([F:26])=[C:22]([CH:25]=2)[C:23]#[N:24])[NH:3][C:2]=1[Cl:1], predict the reactants needed to synthesize it. The reactants are: [Cl:1][C:2]1[N:3]=[C:4]([C:16](=[O:27])[CH2:17][C:18]2[CH:19]=[CH:20][C:21]([F:26])=[C:22]([CH:25]=2)[C:23]#[N:24])[N:5](COCC[Si](C)(C)C)[C:6]=1[Cl:7].C(O)C.Cl. (4) Given the product [CH:9]1[C:10]2[NH:11][C:12]3[C:17](=[CH:16][CH:15]=[CH:14][CH:13]=3)[C:18]=2[C:6]([O:5][CH2:4][C@@H:2]([OH:1])[CH2:3][NH:19][CH2:20][CH:21]2[CH2:26][CH2:25][N:24]([CH2:27][CH2:28][CH2:29][C:30]([F:33])([F:31])[F:32])[CH2:23][CH2:22]2)=[CH:7][CH:8]=1, predict the reactants needed to synthesize it. The reactants are: [O:1]1[CH2:3][C@H:2]1[CH2:4][O:5][C:6]1[C:18]2[C:17]3[C:12](=[CH:13][CH:14]=[CH:15][CH:16]=3)[NH:11][C:10]=2[CH:9]=[CH:8][CH:7]=1.[NH2:19][CH2:20][CH:21]1[CH2:26][CH2:25][N:24]([CH2:27][CH2:28][CH2:29][C:30]([F:33])([F:32])[F:31])[CH2:23][CH2:22]1. (5) Given the product [CH:1]1[C:10]2[C:5](=[C:6]([C:11](=[O:13])[CH3:12])[CH:7]=[CH:8][CH:9]=2)[CH:4]=[CH:3][N:2]=1, predict the reactants needed to synthesize it. The reactants are: [CH:1]1[C:10]2[C:5](=[C:6]([CH:11]([OH:13])[CH3:12])[CH:7]=[CH:8][CH:9]=2)[CH:4]=[CH:3][N:2]=1.CC(OI1(OC(C)=O)(OC(C)=O)OC(=O)C2C=CC=CC1=2)=O. (6) The reactants are: [Br:1][C:2]1[CH:3]=[C:4]2[C:9](=[CH:10][CH:11]=1)[N:8]=[CH:7][C:6]([C:12](=[O:14])[CH3:13])=[C:5]2Cl.[CH3:16][N:17]([CH3:28])[CH2:18][CH2:19][O:20][C:21]1[N:26]=[CH:25][C:24]([NH2:27])=[CH:23][CH:22]=1. Given the product [Br:1][C:2]1[CH:3]=[C:4]2[C:9](=[CH:10][CH:11]=1)[N:8]=[CH:7][C:6]([C:12](=[O:14])[CH3:13])=[C:5]2[NH:27][C:24]1[CH:25]=[N:26][C:21]([O:20][CH2:19][CH2:18][N:17]([CH3:28])[CH3:16])=[CH:22][CH:23]=1, predict the reactants needed to synthesize it.